This data is from Reaction yield outcomes from USPTO patents with 853,638 reactions. The task is: Predict the reaction yield, written as a fraction of the theoretical maximum amount of product (1.0 means a 100% yield; for example, 0.34 means a 34% yield). (1) The reactants are [N+:1]([C:4]1[CH:13]=[N:12][C:11]2[NH:10][CH:9]([CH2:14][OH:15])[CH2:8][O:7][C:6]=2[CH:5]=1)([O-])=O. The catalyst is [Pd].CO. The product is [NH2:1][C:4]1[CH:13]=[N:12][C:11]2[NH:10][CH:9]([CH2:14][OH:15])[CH2:8][O:7][C:6]=2[CH:5]=1. The yield is 0.890. (2) The reactants are [F:1][C:2]([F:36])([F:35])[C:3]1[CH:4]=[C:5]([CH:28]=[C:29]([C:31]([F:34])([F:33])[F:32])[CH:30]=1)[CH2:6][N:7]1[CH2:14][CH2:13][CH2:12][O:11][C:10]2[N:15]=[C:16](Cl)[CH:17]=[C:18]([C:19]3[CH:24]=[CH:23][CH:22]=[CH:21][C:20]=3[F:25])[C:9]=2[C:8]1=[O:27].[N:37]1([CH:42]2[CH2:47][CH2:46][NH:45][CH2:44][CH2:43]2)[CH2:41][CH2:40][CH2:39][CH2:38]1. No catalyst specified. The product is [F:1][C:2]([F:36])([F:35])[C:3]1[CH:4]=[C:5]([CH:28]=[C:29]([C:31]([F:34])([F:33])[F:32])[CH:30]=1)[CH2:6][N:7]1[CH2:14][CH2:13][CH2:12][O:11][C:10]2[N:15]=[C:16]([N:45]3[CH2:46][CH2:47][CH:42]([N:37]4[CH2:41][CH2:40][CH2:39][CH2:38]4)[CH2:43][CH2:44]3)[CH:17]=[C:18]([C:19]3[CH:24]=[CH:23][CH:22]=[CH:21][C:20]=3[F:25])[C:9]=2[C:8]1=[O:27]. The yield is 0.520.